Predict the reaction yield, written as a fraction of the theoretical maximum amount of product (1.0 means a 100% yield; for example, 0.34 means a 34% yield). From a dataset of Reaction yield outcomes from USPTO patents with 853,638 reactions. (1) The reactants are [NH2:1][C:2]1[C:3]([O:10][CH3:11])=[C:4]([CH:7]=[CH:8][CH:9]=1)[C:5]#[N:6].Cl[C:13]1[CH:18]=[C:17]([Cl:19])[N:16]=[N:15][C:14]=1[C:20]([NH:22][CH3:23])=[O:21].C[Si]([N-][Si](C)(C)C)(C)C.[Li+]. The catalyst is C1COCC1. The product is [Cl:19][C:17]1[N:16]=[N:15][C:14]([C:20]([NH:22][CH3:23])=[O:21])=[C:13]([NH:1][C:2]2[CH:9]=[CH:8][CH:7]=[C:4]([C:5]#[N:6])[C:3]=2[O:10][CH3:11])[CH:18]=1. The yield is 0.570. (2) The reactants are [C-:1]#[N:2].[K+].Br[CH2:5][C:6](=[N:11][OH:12])[C:7]([F:10])([F:9])[F:8]. The catalyst is CO. The product is [F:8][C:7]([F:10])([F:9])[C:6]1[CH:5]=[C:1]([NH2:2])[O:12][N:11]=1. The yield is 0.370. (3) The reactants are [C:1]([C:4]1[N:12]2[C:7]([C:8]3([CH2:21][CH2:20][N:19](C(OC(C)(C)C)=O)[CH2:18][CH2:17]3)[O:9][C:10]3[CH:16]=[CH:15][CH:14]=[CH:13][C:11]=32)=[CH:6][CH:5]=1)(=[O:3])[CH3:2].[ClH:29].O1CCOCC1. The catalyst is C(Cl)Cl. The product is [ClH:29].[C:4]1([C:1](=[O:3])[CH3:2])[N:12]2[C:7]([C:8]3([CH2:17][CH2:18][NH:19][CH2:20][CH2:21]3)[O:9][C:10]3[CH:16]=[CH:15][CH:14]=[CH:13][C:11]=32)=[CH:6][CH:5]=1. The yield is 0.990. (4) The reactants are C[O:2][C:3]([C:5]1([CH2:12][NH:13][C:14]([O:16][C:17]([CH3:20])([CH3:19])[CH3:18])=[O:15])[CH2:7][CH:6]1[CH2:8][CH:9]([CH3:11])[CH3:10])=[O:4].[Li+].[OH-]. The catalyst is CO.O. The product is [C:17]([O:16][C:14]([NH:13][CH2:12][C:5]1([C:3]([OH:4])=[O:2])[CH2:7][CH:6]1[CH2:8][CH:9]([CH3:10])[CH3:11])=[O:15])([CH3:18])([CH3:20])[CH3:19]. The yield is 0.970. (5) The reactants are [H-].[Na+].CO[C:5]([C:7]1[C:16]([O:17][CH:18]([C:25]2[CH:30]=[CH:29][CH:28]=[CH:27][CH:26]=2)[C:19]2[CH:24]=[CH:23][CH:22]=[CH:21][CH:20]=2)=[C:15]2[C:10]([CH:11]=[CH:12][CH:13]=[N:14]2)=[C:9]([O:31][CH3:32])[C:8]=1[CH2:33][C:34](=[O:44])[NH:35][CH2:36][C:37]1[CH:42]=[CH:41][C:40]([F:43])=[CH:39][CH:38]=1)=[O:6]. The catalyst is CN(C=O)C.C(OCC)C. The product is [CH:18]([O:17][C:16]1[C:7]2[C:5](=[O:6])[N:35]([CH2:36][C:37]3[CH:42]=[CH:41][C:40]([F:43])=[CH:39][CH:38]=3)[C:34](=[O:44])[CH2:33][C:8]=2[C:9]([O:31][CH3:32])=[C:10]2[C:15]=1[N:14]=[CH:13][CH:12]=[CH:11]2)([C:25]1[CH:26]=[CH:27][CH:28]=[CH:29][CH:30]=1)[C:19]1[CH:24]=[CH:23][CH:22]=[CH:21][CH:20]=1. The yield is 0.480. (6) The yield is 0.200. The reactants are FC(F)(F)C([O-])=O.[CH2:8]([NH:15][C:16]([CH:18]1[CH:23]([C:24]2[CH:29]=[CH:28][CH:27]=[CH:26][CH:25]=2)[CH2:22][CH2:21][CH2:20][NH2+:19]1)=O)[C:9]1[CH:14]=[CH:13][CH:12]=[CH:11][CH:10]=1. The catalyst is C1COCC1. The product is [C:9]1([CH2:8][NH:15][CH2:16][CH:18]2[CH:23]([C:24]3[CH:25]=[CH:26][CH:27]=[CH:28][CH:29]=3)[CH2:22][CH2:21][CH2:20][NH:19]2)[CH:10]=[CH:11][CH:12]=[CH:13][CH:14]=1. (7) The product is [CH3:1][O:2][C:3]1[CH:4]=[C:5]2[C:10](=[CH:11][C:12]=1[O:13][CH3:14])[N:9]=[CH:8][CH:7]=[C:6]2[O:15][C:16]1[C:22]([CH3:23])=[CH:21][C:19]([NH:20][C:26](=[O:28])[O:50][CH:46]([CH2:45][CH2:44][N:41]2[CH2:42][CH2:43][N:38]([CH3:37])[CH2:39][CH2:40]2)[CH2:47][CH2:48][CH3:49])=[C:18]([CH3:24])[CH:17]=1. The yield is 0.490. The catalyst is C(Cl)Cl.C(N(CC)CC)C.C1(C)C=CC=CC=1. The reactants are [CH3:1][O:2][C:3]1[CH:4]=[C:5]2[C:10](=[CH:11][C:12]=1[O:13][CH3:14])[N:9]=[CH:8][CH:7]=[C:6]2[O:15][C:16]1[C:22]([CH3:23])=[CH:21][C:19]([NH2:20])=[C:18]([CH3:24])[CH:17]=1.Cl[C:26](Cl)([O:28]C(=O)OC(Cl)(Cl)Cl)Cl.[CH3:37][N:38]1[CH2:43][CH2:42][N:41]([CH2:44][CH2:45][CH:46]([OH:50])[CH2:47][CH2:48][CH3:49])[CH2:40][CH2:39]1.C(=O)(O)[O-].[Na+].